The task is: Predict the reactants needed to synthesize the given product.. This data is from Full USPTO retrosynthesis dataset with 1.9M reactions from patents (1976-2016). (1) Given the product [NH2:1][C:2]1[N:3]=[CH:4][C:5]([C:6]([N:35]=[S:33]([CH2:36][CH2:37][CH2:38][CH2:39][C:40]([O:42][CH3:43])=[O:41])([CH3:32])=[O:34])=[O:8])=[CH:9][C:10]=1[C:11]1[S:15][C:14]2[CH:16]=[CH:17][C:18]([NH:20][C:21]([NH:23][C:24]3[CH:29]=[C:28]([CH3:30])[CH:27]=[CH:26][C:25]=3[F:31])=[O:22])=[CH:19][C:13]=2[CH:12]=1, predict the reactants needed to synthesize it. The reactants are: [NH2:1][C:2]1[C:10]([C:11]2[S:15][C:14]3[CH:16]=[CH:17][C:18]([NH:20][C:21]([NH:23][C:24]4[CH:29]=[C:28]([CH3:30])[CH:27]=[CH:26][C:25]=4[F:31])=[O:22])=[CH:19][C:13]=3[CH:12]=2)=[CH:9][C:5]([C:6]([OH:8])=O)=[CH:4][N:3]=1.[CH3:32][S@:33]([CH2:36][CH2:37][CH2:38][CH2:39][C:40]([O:42][CH3:43])=[O:41])(=[NH:35])=[O:34]. (2) Given the product [F:12][C:13]1[CH:20]=[C:19]([CH:30]=[O:31])[C:18]([F:22])=[CH:17][C:14]=1[C:15]#[N:16], predict the reactants needed to synthesize it. The reactants are: C([Li])CCC.CSCS(C)=O.[F:12][C:13]1[CH:20]=[C:19](F)[C:18]([F:22])=[CH:17][C:14]=1[C:15]#[N:16].S(=O)(=O)(O)O.C1C[O:31][CH2:30]C1. (3) Given the product [OH:2][C:11]1[CH:12]=[N:13][C:14]([C:17]2[CH:18]=[C:19]([CH:24]=[CH:25][CH:26]=2)[C:20]([OH:22])=[O:21])=[N:15][CH:16]=1, predict the reactants needed to synthesize it. The reactants are: S(=O)(=O)(O)[OH:2].CN(C=N[C:11]1[CH:12]=[N:13][C:14]([C:17]2[CH:18]=[C:19]([CH:24]=[CH:25][CH:26]=2)[C:20]([O:22]C)=[O:21])=[N:15][CH:16]=1)C. (4) Given the product [F:10][C:11]([F:20])([F:21])[O:12][C:13]1[CH:14]=[C:15]([NH:16][C:2]2[N:7]=[C:6]([NH:16][C:15]3[CH:17]=[CH:18][CH:19]=[C:13]([O:12][C:11]([F:10])([F:20])[F:21])[CH:14]=3)[C:5]([F:9])=[CH:4][N:3]=2)[CH:17]=[CH:18][CH:19]=1, predict the reactants needed to synthesize it. The reactants are: Cl[C:2]1[N:7]=[C:6](Cl)[C:5]([F:9])=[CH:4][N:3]=1.[F:10][C:11]([F:21])([F:20])[O:12][C:13]1[CH:14]=[C:15]([CH:17]=[CH:18][CH:19]=1)[NH2:16]. (5) Given the product [CH:1]1([C:4]2[O:5][C:6]3[C:7](=[C:9]([C:17]#[N:18])[C:10]([CH3:16])=[C:11]([CH:14]=[CH2:15])[C:12]=3[N:30]3[CH2:31][CH2:32][C@H:28]([N:27]([CH3:33])[CH3:26])[CH2:29]3)[N:8]=2)[CH2:3][CH2:2]1, predict the reactants needed to synthesize it. The reactants are: [CH:1]1([C:4]2[O:5][C:6]3[C:7](=[C:9]([C:17]#[N:18])[C:10]([CH3:16])=[C:11]([CH:14]=[CH2:15])[C:12]=3F)[N:8]=2)[CH2:3][CH2:2]1.C(N(CC)CC)C.[CH3:26][N:27]([CH3:33])[C@H:28]1[CH2:32][CH2:31][NH:30][CH2:29]1.C(=O)([O-])O.[Na+]. (6) Given the product [CH2:1]([C:8]1[CH:9]=[N:10][C:11]2[C:16]([C:17]=1[C:18]1[CH:23]=[CH:22][C:21]([O:39][CH2:38][C:35]3[N:34]([CH3:40])[C:33]([CH2:32][C:31]([O:30][CH3:29])=[O:41])=[CH:37][CH:36]=3)=[CH:20][CH:19]=1)=[CH:15][CH:14]=[CH:13][C:12]=2[C:25]([F:26])([F:27])[F:28])[C:2]1[CH:3]=[CH:4][CH:5]=[CH:6][CH:7]=1, predict the reactants needed to synthesize it. The reactants are: [CH2:1]([C:8]1[CH:9]=[N:10][C:11]2[C:16]([C:17]=1[C:18]1[CH:19]=[C:20](O)[CH:21]=[CH:22][CH:23]=1)=[CH:15][CH:14]=[CH:13][C:12]=2[C:25]([F:28])([F:27])[F:26])[C:2]1[CH:7]=[CH:6][CH:5]=[CH:4][CH:3]=1.[CH3:29][O:30][C:31](=[O:41])[CH2:32][C:33]1[N:34]([CH3:40])[C:35]([CH2:38][OH:39])=[CH:36][CH:37]=1. (7) Given the product [F:1][C:2]1[CH:7]=[CH:6][C:5]([F:8])=[CH:4][C:3]=1[C:9]1[CH:14]=[CH:13][CH:12]=[CH:11][C:10]=1[CH:15]([NH2:24])[CH3:16], predict the reactants needed to synthesize it. The reactants are: [F:1][C:2]1[CH:7]=[CH:6][C:5]([F:8])=[CH:4][C:3]=1[C:9]1[CH:14]=[CH:13][CH:12]=[CH:11][C:10]=1[C:15](=O)[CH3:16].C([O-])(=O)C.[NH4+].C([BH3-])#[N:24].[Na+].